This data is from Forward reaction prediction with 1.9M reactions from USPTO patents (1976-2016). The task is: Predict the product of the given reaction. (1) The product is: [NH:22]1[C:7]2[C:8](=[CH:13][CH:12]=[CH:11][CH:17]=2)[CH:9]=[N:10]1. Given the reactants C(N1[C:9]2=[N:10][CH:11]=[C:12]([N+]([O-])=O)[CH:13]=[C:8]2[C:7]([C:17](O)=O)=C1)(C)(C)C.CC(C)[N:22]=C=NC(C)C.CCN(C(C)C)C(C)C.N1C2C(=CC=CN=2)C=C1, predict the reaction product. (2) Given the reactants C(OC([NH:8][CH2:9][C:10]([C:12]1[CH:17]=[CH:16][C:15]([C:18]2[CH:23]=[C:22]([C:24]3[NH:32][C:31]4[CH2:30][CH2:29][NH:28][C:27](=[O:33])[C:26]=4[CH:25]=3)[CH:21]=[CH:20][N:19]=2)=[CH:14][CH:13]=1)=[O:11])=O)(C)(C)C.[F:34][C:35]([F:40])([F:39])[C:36]([OH:38])=[O:37], predict the reaction product. The product is: [F:34][C:35]([F:40])([F:39])[C:36]([OH:38])=[O:37].[F:34][C:35]([F:40])([F:39])[C:36]([OH:38])=[O:37].[NH2:8][CH2:9][C:10]([C:12]1[CH:13]=[CH:14][C:15]([C:18]2[CH:23]=[C:22]([C:24]3[NH:32][C:31]4[CH2:30][CH2:29][NH:28][C:27](=[O:33])[C:26]=4[CH:25]=3)[CH:21]=[CH:20][N:19]=2)=[CH:16][CH:17]=1)=[O:11].